This data is from Full USPTO retrosynthesis dataset with 1.9M reactions from patents (1976-2016). The task is: Predict the reactants needed to synthesize the given product. The reactants are: [CH3:1][N:2]1[CH:6]=[C:5]([CH2:7][N:8]2[CH2:12][CH:11]3[CH2:13][N:14]([C:16]([O:18][C:19]([CH3:22])([CH3:21])[CH3:20])=[O:17])[CH2:15][CH:10]3[CH2:9]2)[C:4]([CH:23]2[CH2:28][CH2:27][NH:26][CH2:25][CH2:24]2)=[N:3]1.C(N(CC)CC)C.[C:36](OC(=O)C)(=[O:38])[CH3:37]. Given the product [C:36]([N:26]1[CH2:27][CH2:28][CH:23]([C:4]2[C:5]([CH2:7][N:8]3[CH2:9][CH:10]4[CH2:15][N:14]([C:16]([O:18][C:19]([CH3:22])([CH3:20])[CH3:21])=[O:17])[CH2:13][CH:11]4[CH2:12]3)=[CH:6][N:2]([CH3:1])[N:3]=2)[CH2:24][CH2:25]1)(=[O:38])[CH3:37], predict the reactants needed to synthesize it.